From a dataset of Forward reaction prediction with 1.9M reactions from USPTO patents (1976-2016). Predict the product of the given reaction. (1) Given the reactants [OH:1][C@:2]([CH3:38])([CH2:36][I:37])[C:3](=[O:35])[C@@H:4]([NH:12][C:13](=[O:34])[C@@H:14]([NH:18][C:19](=[O:33])[C@@H:20]([NH:24][C:25]([C:27]1[S:31][C:30]([CH3:32])=[N:29][CH:28]=1)=[O:26])[CH2:21][O:22][CH3:23])[CH2:15][O:16][CH3:17])[CH2:5][C:6]1[CH:11]=[CH:10][CH:9]=[CH:8][CH:7]=1.[C:39]([S:42][CH2:43][CH2:44][CH2:45][CH2:46][C:47](O[C:47](=[O:48])[CH2:46][CH2:45][CH2:44][CH2:43][S:42][C:39](=[O:41])[CH3:40])=[O:48])(=[O:41])[CH3:40], predict the reaction product. The product is: [C:39]([S:42][CH2:43][CH2:44][CH2:45][CH2:46][C:47]([O:1][C@@:2]([CH3:38])([C:3](=[O:35])[C@@H:4]([NH:12][C:13](=[O:34])[C@@H:14]([NH:18][C:19](=[O:33])[C@@H:20]([NH:24][C:25]([C:27]1[S:31][C:30]([CH3:32])=[N:29][CH:28]=1)=[O:26])[CH2:21][O:22][CH3:23])[CH2:15][O:16][CH3:17])[CH2:5][C:6]1[CH:7]=[CH:8][CH:9]=[CH:10][CH:11]=1)[CH2:36][I:37])=[O:48])(=[O:41])[CH3:40]. (2) Given the reactants [C:1]([C:3]1[CH:4]=[CH:5][C:6]([S:25]([C:28]2[CH:33]=[C:32]([Cl:34])[CH:31]=[C:30]([Cl:35])[CH:29]=2)(=[O:27])=[O:26])=[C:7]([S:9]([N:12]2[CH2:17][CH2:16][N:15](C(OC(C)(C)C)=O)[CH2:14][CH2:13]2)(=[O:11])=[O:10])[CH:8]=1)#[N:2].Cl, predict the reaction product. The product is: [ClH:34].[Cl:35][C:30]1[CH:29]=[C:28]([S:25]([C:6]2[CH:5]=[CH:4][C:3]([C:1]#[N:2])=[CH:8][C:7]=2[S:9]([N:12]2[CH2:13][CH2:14][NH:15][CH2:16][CH2:17]2)(=[O:10])=[O:11])(=[O:26])=[O:27])[CH:33]=[C:32]([Cl:34])[CH:31]=1. (3) Given the reactants [CH3:1][N:2]([CH3:24])[C:3]1[CH:8]=[CH:7][C:6]([OH:9])=[C:5]([CH2:10][N:11](C)[CH2:12][CH2:13][C:14]2[CH:19]=[CH:18][C:17]([N+:20]([O-:22])=[O:21])=[CH:16][CH:15]=2)[CH:4]=1.[N+](C1C=CC(CCN)=CC=1)([O-])=O, predict the reaction product. The product is: [CH3:24][N:2]([CH3:1])[C:3]1[CH:8]=[CH:7][C:6]([OH:9])=[C:5]([CH2:10][NH:11][CH2:12][CH2:13][C:14]2[CH:19]=[CH:18][C:17]([N+:20]([O-:22])=[O:21])=[CH:16][CH:15]=2)[CH:4]=1. (4) Given the reactants [CH:1]([O:4][C:5]1[CH:10]=[CH:9][C:8]([CH2:11][C:12]2[C:13](=[O:18])[NH:14][NH:15][C:16]=2[CH3:17])=[CH:7][CH:6]=1)([CH3:3])[CH3:2].[CH3:19][C:20]([O:22][CH2:23][C@H:24]1[O:29][C@H:28](Br)[C@H:27]([O:31][C:32]([CH3:34])=[O:33])[C@@H:26]([O:35][C:36]([CH3:38])=[O:37])[C@@H:25]1[O:39][C:40]([CH3:42])=[O:41])=[O:21], predict the reaction product. The product is: [CH:1]([O:4][C:5]1[CH:6]=[CH:7][C:8]([CH2:11][C:12]2[C:13]([O:18][C@@H:28]3[O:29][C@H:24]([CH2:23][O:22][C:20](=[O:21])[CH3:19])[C@@H:25]([O:39][C:40](=[O:41])[CH3:42])[C@H:26]([O:35][C:36](=[O:37])[CH3:38])[C@H:27]3[O:31][C:32](=[O:33])[CH3:34])=[N:14][NH:15][C:16]=2[CH3:17])=[CH:9][CH:10]=1)([CH3:3])[CH3:2]. (5) Given the reactants COC(=O)C(NC1C=C([Cl:16])C=C(Cl)C=1OCC1C=CC=CC=1)=CC([O-])=O.C([O:34][C:35]([C:37]1[CH:46]=[C:45]([O:47]CC2C=CC=CC=2)[C:44]2[C:39](=[C:40]([N:55](CC3C=CC=CC=3)[CH3:56])[CH:41]=[CH:42][CH:43]=2)[N:38]=1)=[O:36])C1C=CC=CC=1, predict the reaction product. The product is: [ClH:16].[OH:47][C:45]1[C:44]2[C:39](=[C:40]([NH:55][CH3:56])[CH:41]=[CH:42][CH:43]=2)[N:38]=[C:37]([C:35]([OH:36])=[O:34])[CH:46]=1. (6) Given the reactants [CH2:1]([O:3][C:4]1[CH:9]=[CH:8][C:7]([C:10]2[O:11][CH:12]=[CH:13][N:14]=2)=[CH:6][C:5]=1[N+:15]([O-])=O)[CH3:2].CC1C=CC(C(N)=O)=CC=1NC(N)=S, predict the reaction product. The product is: [CH2:1]([O:3][C:4]1[CH:9]=[CH:8][C:7]([C:10]2[O:11][CH:12]=[CH:13][N:14]=2)=[CH:6][C:5]=1[NH2:15])[CH3:2].